Dataset: Reaction yield outcomes from USPTO patents with 853,638 reactions. Task: Predict the reaction yield, written as a fraction of the theoretical maximum amount of product (1.0 means a 100% yield; for example, 0.34 means a 34% yield). (1) The product is [CH3:33][O:32][C:30]1[CH:29]=[C:28]([CH2:34][CH2:35][C:36]2[CH:37]=[C:38]([NH:41][C:19]([C:16]3[CH:17]=[N:18][C:13]([N:10]4[CH2:11][CH2:12][N:7]([CH2:5][CH3:6])[CH:8]([CH3:23])[CH2:9]4)=[N:14][CH:15]=3)=[O:21])[NH:39][N:40]=2)[CH:27]=[C:26]([O:25][CH3:24])[CH:31]=1. The reactants are C[Al](C)C.[CH2:5]([N:7]1[CH2:12][CH2:11][N:10]([C:13]2[N:18]=[CH:17][C:16]([C:19]([O:21]C)=O)=[CH:15][N:14]=2)[CH2:9][CH:8]1[CH3:23])[CH3:6].[CH3:24][O:25][C:26]1[CH:27]=[C:28]([CH2:34][CH2:35][C:36]2[CH:37]=[C:38]([NH2:41])[NH:39][N:40]=2)[CH:29]=[C:30]([O:32][CH3:33])[CH:31]=1. The catalyst is C1(C)C=CC=CC=1. The yield is 0.490. (2) The reactants are [N:1]12[CH2:8][CH2:7][C:4]([C:9]([C:17]3[CH:22]=[CH:21][CH:20]=[CH:19][CH:18]=3)([C:11]3[CH:16]=[CH:15][CH:14]=[CH:13][CH:12]=3)[OH:10])([CH2:5][CH2:6]1)[CH2:3][CH2:2]2.[Br:23][CH2:24][CH2:25][O:26][CH2:27][C:28]1[CH:33]=[CH:32][CH:31]=[C:30]([F:34])[CH:29]=1. The catalyst is CC#N.C(Cl)(Cl)Cl. The product is [Br-:23].[F:34][C:30]1[CH:29]=[C:28]([CH2:27][O:26][CH2:25][CH2:24][N+:1]23[CH2:6][CH2:5][C:4]([C:9]([OH:10])([C:17]4[CH:22]=[CH:21][CH:20]=[CH:19][CH:18]=4)[C:11]4[CH:12]=[CH:13][CH:14]=[CH:15][CH:16]=4)([CH2:3][CH2:2]2)[CH2:7][CH2:8]3)[CH:33]=[CH:32][CH:31]=1. The yield is 0.300.